This data is from Full USPTO retrosynthesis dataset with 1.9M reactions from patents (1976-2016). The task is: Predict the reactants needed to synthesize the given product. Given the product [CH3:8][CH:6]1[O:7][CH:2]([CH3:1])[CH2:3][N:4]([C:10]2[CH:17]=[CH:16][C:13]([CH:14]=[O:15])=[CH:12][CH:11]=2)[CH2:5]1, predict the reactants needed to synthesize it. The reactants are: [CH3:1][CH:2]1[O:7][CH:6]([CH3:8])[CH2:5][NH:4][CH2:3]1.F[C:10]1[CH:17]=[CH:16][C:13]([CH:14]=[O:15])=[CH:12][CH:11]=1.